Dataset: Full USPTO retrosynthesis dataset with 1.9M reactions from patents (1976-2016). Task: Predict the reactants needed to synthesize the given product. Given the product [OH:23][C:21]([CH3:24])([CH3:22])[CH2:20][NH:19][C:10]([C:7]1[CH:6]=[C:5]([O:13][CH2:14][C:15]([F:18])([F:17])[F:16])[C:4]([CH:1]2[CH2:2][CH2:3]2)=[CH:9][N:8]=1)=[O:12], predict the reactants needed to synthesize it. The reactants are: [CH:1]1([C:4]2[C:5]([O:13][CH2:14][C:15]([F:18])([F:17])[F:16])=[CH:6][C:7]([C:10]([OH:12])=O)=[N:8][CH:9]=2)[CH2:3][CH2:2]1.[NH2:19][CH2:20][C:21]([CH3:24])([OH:23])[CH3:22].